Dataset: Reaction yield outcomes from USPTO patents with 853,638 reactions. Task: Predict the reaction yield, written as a fraction of the theoretical maximum amount of product (1.0 means a 100% yield; for example, 0.34 means a 34% yield). (1) The reactants are [Br:1][C:2]1[CH:10]=[CH:9][C:8]([N:11]2[CH:15]=[CH:14][CH:13]=[CH:12]2)=[CH:7][C:3]=1[C:4](O)=[O:5].CC[N:18](C(C)C)C(C)C.ClC(OC(C)C)=O.N. The catalyst is C1COCC1. The product is [Br:1][C:2]1[CH:10]=[CH:9][C:8]([N:11]2[CH:15]=[CH:14][CH:13]=[CH:12]2)=[CH:7][C:3]=1[C:4]([NH2:18])=[O:5]. The yield is 0.970. (2) The reactants are CC(C)N=C=NC(C)C.[CH:10]1[C:15]([CH2:16][CH2:17][CH2:18][C:19]([OH:21])=[O:20])=[CH:14][CH:13]=[C:12]([N:22]([CH2:26][CH2:27][Cl:28])[CH2:23][CH2:24][Cl:25])[CH:11]=1.[CH3:29][CH:30]([CH2:32][CH2:33][CH2:34][C@H:35]([C@@H:37]1[C@:55]2([CH3:56])[C@H:40]([C@H:41]3[C@H:52]([CH2:53][CH2:54]2)[C@:50]2([CH3:51])[C:44]([CH2:45][C@H:46]([CH2:48][CH2:49]2)[OH:47])=[CH:43][CH2:42]3)[CH2:39][CH2:38]1)[CH3:36])[CH3:31].C(=O)(O)[O-].[Na+]. The catalyst is ClCCl.CN(C1C=CN=CC=1)C. The product is [CH3:31][CH:30]([CH2:32][CH2:33][CH2:34][C@H:35]([C@@H:37]1[C@:55]2([CH3:56])[C@H:40]([C@H:41]3[C@H:52]([CH2:53][CH2:54]2)[C@:50]2([CH3:51])[C:44]([CH2:45][C@H:46]([CH2:48][CH2:49]2)[OH:47])=[CH:43][CH2:42]3)[CH2:39][CH2:38]1)[CH3:36])[CH3:29].[Cl:25][CH2:24][CH2:23][N:22]([CH2:26][CH2:27][Cl:28])[C:12]1[CH:11]=[CH:10][C:15]([CH2:16][CH2:17][CH2:18][C:19]([O-:21])=[O:20])=[CH:14][CH:13]=1. The yield is 0.830. (3) The reactants are [C:1]([C:3]1[CH:4]=[C:5]([CH:9]=[CH:10][C:11]=1F)[C:6]([OH:8])=[O:7])#[N:2].O.[NH2:14][NH2:15]. The catalyst is C(O)C. The product is [NH2:2][C:1]1[C:3]2[C:11](=[CH:10][CH:9]=[C:5]([C:6]([OH:8])=[O:7])[CH:4]=2)[NH:15][N:14]=1. The yield is 0.480. (4) The reactants are [CH3:1][C:2]1[CH:7]=[CH:6][C:5]([C:8](=O)[CH2:9][O:10][C:11]2[CH:16]=[C:15]([CH3:17])[CH:14]=[C:13]([CH3:18])[C:12]=2[CH3:19])=[CH:4][CH:3]=1. The catalyst is O. The product is [CH3:17][C:15]1[C:16]2[C:8]([C:5]3[CH:6]=[CH:7][C:2]([CH3:1])=[CH:3][CH:4]=3)=[CH:9][O:10][C:11]=2[C:12]([CH3:19])=[C:13]([CH3:18])[CH:14]=1. The yield is 0.830. (5) The reactants are Br[CH:2]([C:9](=[O:14])[C:10]([CH3:13])([CH3:12])[CH3:11])[C:3](=O)[C:4]([CH3:7])([CH3:6])[CH3:5].[NH2:15][C:16]([NH2:18])=[S:17].C(=O)([O-])O.[Na+]. The catalyst is C(O)C. The product is [NH2:18][C:16]1[S:17][C:2]([C:9](=[O:14])[C:10]([CH3:13])([CH3:12])[CH3:11])=[C:3]([C:4]([CH3:7])([CH3:6])[CH3:5])[N:15]=1. The yield is 0.945. (6) The reactants are [CH3:1][C:2]([CH3:15])([CH3:14])[C:3]#[C:4]B(OC(C)C)OC(C)C.Br[C:17]1[CH:38]=[CH:37][C:20]([C:21]([NH:23][S:24]([C:27]2[CH:32]=[CH:31][CH:30]=[CH:29][C:28]=2[S:33](=[O:36])(=[O:35])[NH2:34])(=[O:26])=[O:25])=[O:22])=[C:19]([CH3:39])[C:18]=1[O:40][CH3:41]. No catalyst specified. The product is [CH3:15][C:2]([CH3:1])([CH3:14])[C:3]#[C:4][C:17]1[CH:38]=[CH:37][C:20]([C:21]([NH:23][S:24]([C:27]2[CH:32]=[CH:31][CH:30]=[CH:29][C:28]=2[S:33](=[O:35])(=[O:36])[NH2:34])(=[O:25])=[O:26])=[O:22])=[C:19]([CH3:39])[C:18]=1[O:40][CH3:41]. The yield is 0.140. (7) The reactants are C(O[C:6]([N:8]1[CH2:12][CH2:11][CH2:10][CH:9]1[C:13]1[N:14](COCC[Si](C)(C)C)[C:15]([C:18]#[CH:19])=[CH:16][N:17]=1)=[O:7])(C)(C)C.Cl.[CH3:29][O:30][C:31]([NH:33][CH:34]([CH:38]([CH3:40])[CH3:39])C(O)=O)=[O:32].CN(C(ON1N=NC2C=CC=NC1=2)=[N+](C)C)C.F[P-](F)(F)(F)(F)F.CCN(C(C)C)C(C)C.FC(F)(F)C(O)=O.C(=O)(O)[O-].[Na+]. The catalyst is O1CCOCC1.C(OCC)(=O)C.ClCCl.CN(C=O)C. The product is [CH3:29][O:30][C:31](=[O:32])[NH:33][CH:34]([C:6]([N:8]1[CH2:12][CH2:11][CH2:10][CH:9]1[C:13]1[NH:14][C:15]([C:18]#[CH:19])=[CH:16][N:17]=1)=[O:7])[CH:38]([CH3:40])[CH3:39]. The yield is 1.00.